This data is from Full USPTO retrosynthesis dataset with 1.9M reactions from patents (1976-2016). The task is: Predict the reactants needed to synthesize the given product. Given the product [OH:11][CH:4]1[C:5]2[C:10](=[CH:9][CH:8]=[CH:7][CH:6]=2)[C:1](=[O:12])[O:2][CH2:3]1, predict the reactants needed to synthesize it. The reactants are: [C:1]1(=[O:12])[C:10]2[C:5](=[CH:6][CH:7]=[CH:8][CH:9]=2)[C:4](=[O:11])[CH2:3][O:2]1.CO.[BH4-].[Na+].